This data is from Reaction yield outcomes from USPTO patents with 853,638 reactions. The task is: Predict the reaction yield, written as a fraction of the theoretical maximum amount of product (1.0 means a 100% yield; for example, 0.34 means a 34% yield). (1) The reactants are [N:1]([C:11]([N:13]1[CH2:18][CH2:17]C[CH2:15][CH2:14]1)=[O:12])=[N:1][C:11]([N:13]1[CH2:18][CH2:17]C[CH2:15][CH2:14]1)=[O:12].[Cl:19][C:20]1[CH:39]=[CH:38][C:23]([NH:24][C:25]2[C:34]3[C:29](=[CH:30][C:31]([OH:37])=[C:32]([O:35][CH3:36])[CH:33]=3)[N:28]=[CH:27][N:26]=2)=[C:22]([F:40])[CH:21]=1.C(P(CCCC)CCCC)CCC.OCCN1CCNC1=O. The catalyst is C(Cl)Cl.CCOCC. The product is [Cl:19][C:20]1[CH:39]=[CH:38][C:23]([NH:24][C:25]2[C:34]3[C:29](=[CH:30][C:31]([O:37][CH2:17][CH2:18][N:13]4[CH2:14][CH2:15][NH:1][C:11]4=[O:12])=[C:32]([O:35][CH3:36])[CH:33]=3)[N:28]=[CH:27][N:26]=2)=[C:22]([F:40])[CH:21]=1. The yield is 0.0600. (2) The reactants are [C:1]([O:4][CH:5]1[C:9]2[N:10]=[CH:11][N:12]=[C:13](Cl)[C:8]=2[C@H:7]([CH3:15])[CH2:6]1)(=[O:3])[CH3:2].[CH3:16][C@@H:17]1[NH:22][CH2:21][CH2:20][N:19]([C:23]([O:25][C:26]([CH3:29])([CH3:28])[CH3:27])=[O:24])[CH2:18]1. The catalyst is CN1C(=O)CCC1.C(OCC)(=O)C. The product is [C:1]([O:4][CH:5]1[C:9]2[N:10]=[CH:11][N:12]=[C:13]([N:22]3[CH2:21][CH2:20][N:19]([C:23]([O:25][C:26]([CH3:29])([CH3:28])[CH3:27])=[O:24])[CH2:18][C@@H:17]3[CH3:16])[C:8]=2[C@H:7]([CH3:15])[CH2:6]1)(=[O:3])[CH3:2]. The yield is 0.600. (3) The reactants are C(Br)C1C=CC=CC=1.I[CH2:10][CH2:11][CH2:12][CH3:13].[CH3:14][C:15]1[N:16]=[C:17]([N:25]2[CH2:29][CH2:28][NH:27][C:26]2=[O:30])[S:18][C:19]=1[C:20]([O:22][CH2:23][CH3:24])=[O:21]. No catalyst specified. The product is [CH2:10]([N:27]1[CH2:28][CH2:29][N:25]([C:17]2[S:18][C:19]([C:20]([O:22][CH2:23][CH3:24])=[O:21])=[C:15]([CH3:14])[N:16]=2)[C:26]1=[O:30])[CH2:11][CH2:12][CH3:13]. The yield is 0.730. (4) The reactants are C([O:3][C:4](=[O:34])[C:5]([O:8][C:9]1[CH:14]=[CH:13][CH:12]=[C:11]([C:15]2[CH:20]=[C:19]([NH:21][CH2:22][CH2:23][C:24]3[CH:29]=[CH:28][C:27]([O:30][CH3:31])=[CH:26][CH:25]=3)[N:18]=[C:17]([O:32][CH3:33])[N:16]=2)[CH:10]=1)([CH3:7])[CH3:6])C.[OH-].[Na+]. The catalyst is CO.C1COCC1.O. The product is [CH3:33][O:32][C:17]1[N:16]=[C:15]([C:11]2[CH:10]=[C:9]([CH:14]=[CH:13][CH:12]=2)[O:8][C:5]([CH3:6])([CH3:7])[C:4]([OH:34])=[O:3])[CH:20]=[C:19]([NH:21][CH2:22][CH2:23][C:24]2[CH:29]=[CH:28][C:27]([O:30][CH3:31])=[CH:26][CH:25]=2)[N:18]=1. The yield is 0.720.